Dataset: Full USPTO retrosynthesis dataset with 1.9M reactions from patents (1976-2016). Task: Predict the reactants needed to synthesize the given product. (1) Given the product [ClH:31].[NH:22]1[CH2:21][CH:20]([O:19][C:15]2[CH:14]=[CH:13][CH:12]=[C:11]3[C:16]=2[CH2:17][CH2:18][N:9]([C:6]2[N:5]=[CH:4][C:3]([CH2:1][CH3:2])=[CH:8][N:7]=2)[CH2:10]3)[CH2:23]1, predict the reactants needed to synthesize it. The reactants are: [CH2:1]([C:3]1[CH:4]=[N:5][C:6]([N:9]2[CH2:18][CH2:17][C:16]3[C:11](=[CH:12][CH:13]=[CH:14][C:15]=3[O:19][CH:20]3[CH2:23][N:22](C(OC(C)(C)C)=O)[CH2:21]3)[CH2:10]2)=[N:7][CH:8]=1)[CH3:2].[ClH:31].C(OCC)C. (2) The reactants are: [Cl:1][C:2]1[CH:3]=[C:4]([C:11]2[CH:16]=[CH:15][C:14]([C:17]([N:19]3[CH2:24][CH2:23][CH:22]([C:25]([F:28])([F:27])[F:26])[CH2:21][CH2:20]3)=[O:18])=[CH:13][CH:12]=2)[CH:5]=[C:6]([Cl:10])[C:7]=1[CH2:8]O.C1(P(C2C=CC=CC=2)C2C=CC=CC=2)C=CC=CC=1.C(Br)(Br)(Br)[Br:49]. Given the product [Br:49][CH2:8][C:7]1[C:2]([Cl:1])=[CH:3][C:4]([C:11]2[CH:16]=[CH:15][C:14]([C:17]([N:19]3[CH2:24][CH2:23][CH:22]([C:25]([F:28])([F:27])[F:26])[CH2:21][CH2:20]3)=[O:18])=[CH:13][CH:12]=2)=[CH:5][C:6]=1[Cl:10], predict the reactants needed to synthesize it. (3) Given the product [C:1]([O:5][C:6]([CH:7]1[CH:32]([C:26]2[CH:27]=[C:28]([Cl:31])[CH:29]=[CH:30][C:25]=2[O:24][CH2:23][CH2:22][O:21][Si:20]([C:16]([CH3:19])([CH3:18])[CH3:17])([CH3:45])[CH3:44])[C:33]([C:36]2[CH:41]=[CH:40][C:39]([Cl:42])=[CH:38][C:37]=2[F:43])([C:34]#[N:35])[CH:9]([CH2:10][C:11]([CH3:14])([CH3:13])[CH3:12])[NH:8]1)=[O:15])([CH3:4])([CH3:3])[CH3:2], predict the reactants needed to synthesize it. The reactants are: [C:1]([O:5][C:6](=[O:15])[CH2:7]/[N:8]=[CH:9]/[CH2:10][C:11]([CH3:14])([CH3:13])[CH3:12])([CH3:4])([CH3:3])[CH3:2].[C:16]([Si:20]([CH3:45])([CH3:44])[O:21][CH2:22][CH2:23][O:24][C:25]1[CH:30]=[CH:29][C:28]([Cl:31])=[CH:27][C:26]=1/[CH:32]=[C:33](/[C:36]1[CH:41]=[CH:40][C:39]([Cl:42])=[CH:38][C:37]=1[F:43])\[C:34]#[N:35])([CH3:19])([CH3:18])[CH3:17].C(N(CC)CC)C. (4) The reactants are: [Cl:1][C:2]1[CH:10]=[C:9]2[C:5]([C:6]([C:11](=[O:16])[C:12]([F:15])([F:14])[F:13])=[CH:7][NH:8]2)=[CH:4][CH:3]=1.[H-].[Na+].[CH3:19][O:20][C:21](=[O:24])[CH2:22]Br. Given the product [CH3:19][O:20][C:21](=[O:24])[CH2:22][N:8]1[C:9]2[C:5](=[CH:4][CH:3]=[C:2]([Cl:1])[CH:10]=2)[C:6]([C:11](=[O:16])[C:12]([F:13])([F:14])[F:15])=[CH:7]1, predict the reactants needed to synthesize it. (5) The reactants are: OS(O)(=O)=O.[CH2:6]([CH:9]1[CH2:14][CH2:13][CH:12]([CH2:15][OH:16])[CH2:11][CH2:10]1)[C:7]#[CH:8].C([OH:20])(C)C.O. Given the product [CH2:6]([CH:9]1[CH2:14][CH2:13][CH:12]([C:15]([OH:20])=[O:16])[CH2:11][CH2:10]1)[C:7]#[CH:8], predict the reactants needed to synthesize it. (6) Given the product [Cl:38][C:33]1[CH:34]=[CH:35][CH:36]=[CH:37][C:32]=1[CH:30]([O:29][C:27]([NH:26][C:21]1[C:22]([CH3:25])=[N:23][O:24][C:20]=1[C:17]1[CH:16]=[CH:15][C:14]([C:8]2[C:9]([O:12][CH3:13])=[CH:10][CH:11]=[C:6]([CH2:5][C:4]([OH:39])=[O:3])[CH:7]=2)=[CH:19][CH:18]=1)=[O:28])[CH3:31], predict the reactants needed to synthesize it. The reactants are: C([O:3][C:4](=[O:39])[CH2:5][C:6]1[CH:7]=[C:8]([C:14]2[CH:19]=[CH:18][C:17]([C:20]3[O:24][N:23]=[C:22]([CH3:25])[C:21]=3[NH:26][C:27]([O:29][CH:30]([C:32]3[CH:37]=[CH:36][CH:35]=[CH:34][C:33]=3[Cl:38])[CH3:31])=[O:28])=[CH:16][CH:15]=2)[C:9]([O:12][CH3:13])=[CH:10][CH:11]=1)C.[Li+].[OH-]. (7) Given the product [CH2:1]([C:3]1[CH:8]=[CH:7][CH:6]=[CH:5][C:4]=1[CH2:9][CH2:10][C:11]([Cl:16])=[O:13])[CH3:2], predict the reactants needed to synthesize it. The reactants are: [CH2:1]([C:3]1[CH:8]=[CH:7][CH:6]=[CH:5][C:4]=1[CH2:9][CH2:10][C:11]([OH:13])=O)[CH3:2].S(Cl)([Cl:16])=O. (8) Given the product [CH2:17]([CH:18]([C:5]1[CH:4]=[C:3]([O:2][CH3:1])[N:8]=[N:7][C:6]=1[NH:9][C:10](=[O:15])[C:11]([CH3:12])([CH3:14])[CH3:13])[CH2:19][CH3:20])[CH3:16], predict the reactants needed to synthesize it. The reactants are: [CH3:1][O:2][C:3]1[N:8]=[N:7][C:6]([NH:9][C:10](=[O:15])[C:11]([CH3:14])([CH3:13])[CH3:12])=[CH:5][CH:4]=1.[CH3:16][CH2:17][CH:18](Br)[CH2:19][CH3:20]. (9) The reactants are: C(OC(=O)[NH:10][CH2:11][CH2:12][CH2:13][C@H:14]1[CH2:18][NH:17]/[C:16](=[N:19]\[C:20]([C:22]2[C:27]([NH2:28])=[N:26][C:25]([NH2:29])=[C:24]([Cl:30])[N:23]=2)=[O:21])/[NH:15]1)C1C=CC=CC=1.I[Si](C)(C)C. Given the product [NH2:10][CH2:11][CH2:12][CH2:13][C@H:14]1[CH2:18][NH:17]/[C:16](=[N:19]\[C:20]([C:22]2[C:27]([NH2:28])=[N:26][C:25]([NH2:29])=[C:24]([Cl:30])[N:23]=2)=[O:21])/[NH:15]1, predict the reactants needed to synthesize it.